This data is from Forward reaction prediction with 1.9M reactions from USPTO patents (1976-2016). The task is: Predict the product of the given reaction. (1) Given the reactants [Cl:1][C:2]1[CH:3]=[C:4]([CH2:9][C:10]([OH:12])=O)[CH:5]=[CH:6][C:7]=1[OH:8].[CH2:13]([N:17]1[C:25]2[N:24]=[C:23]([Cl:26])[NH:22][C:21]=2[C:20](=[O:27])[N:19]([CH2:28][CH2:29][CH2:30]/[C:31](=[N:34]/[H])/[NH:32]O)[C:18]1=[O:36])[CH2:14][CH2:15][CH3:16], predict the reaction product. The product is: [CH2:13]([N:17]1[C:25]2[N:24]=[C:23]([Cl:26])[NH:22][C:21]=2[C:20](=[O:27])[N:19]([CH2:28][CH2:29][CH2:30][C:31]2[N:32]=[C:10]([CH2:9][C:4]3[CH:5]=[CH:6][C:7]([OH:8])=[C:2]([Cl:1])[CH:3]=3)[O:12][N:34]=2)[C:18]1=[O:36])[CH2:14][CH2:15][CH3:16]. (2) The product is: [O:26]=[C:12]1[C:13]([C:17]([NH:19][C:20]2[CH:21]=[CH:22][N:23]=[CH:24][CH:25]=2)=[O:18])=[CH:14][CH:15]=[CH:16][N:11]1[CH:6]1[C:7]2[C:3](=[C:2]([C:29]3[CH:28]=[N:27][CH:32]=[CH:31][CH:30]=3)[CH:10]=[CH:9][CH:8]=2)[CH2:4][CH2:5]1. Given the reactants Br[C:2]1[CH:10]=[CH:9][CH:8]=[C:7]2[C:3]=1[CH2:4][CH2:5][CH:6]2[N:11]1[CH:16]=[CH:15][CH:14]=[C:13]([C:17]([NH:19][C:20]2[CH:25]=[CH:24][N:23]=[CH:22][CH:21]=2)=[O:18])[C:12]1=[O:26].[N:27]1[CH:32]=[CH:31][CH:30]=[C:29](B(O)O)[CH:28]=1.C(=O)([O-])[O-].[K+].[K+], predict the reaction product. (3) Given the reactants [F:1][C:2]1[CH:3]=[C:4]([CH:16]=[CH:17][C:18]=1[F:19])[O:5][C:6]1[C:11]([F:12])=[CH:10][C:9]([CH2:13][OH:14])=[CH:8][C:7]=1[F:15].Cl[C:21]1[CH:32]=[C:25]2[N:26]([CH3:31])[C@@H:27]([CH3:30])[CH2:28][CH2:29][N:24]2[C:23](=[O:33])[N:22]=1, predict the reaction product. The product is: [F:1][C:2]1[CH:3]=[C:4]([CH:16]=[CH:17][C:18]=1[F:19])[O:5][C:6]1[C:7]([F:15])=[CH:8][C:9]([CH2:13][O:14][C:21]2[CH:32]=[C:25]3[N:26]([CH3:31])[C@@H:27]([CH3:30])[CH2:28][CH2:29][N:24]3[C:23](=[O:33])[N:22]=2)=[CH:10][C:11]=1[F:12]. (4) Given the reactants Cl.[NH2:2][C:3]1[N:7]([CH2:8][CH2:9][OH:10])[N:6]=[CH:5][C:4]=1[N:11]=[O:12].O.N, predict the reaction product. The product is: [NH2:2][C:3]1[N:7]([CH2:8][CH2:9][OH:10])[N:6]=[CH:5][C:4]=1[N:11]=[O:12]. (5) The product is: [Br:15][C:6]1[CH:7]=[C:8]([O:11][C:12](=[O:14])[CH3:13])[CH:9]=[CH:10][C:5]=1[O:4][CH:1]([CH3:3])[CH3:2]. Given the reactants [CH:1]([O:4][C:5]1[CH:10]=[CH:9][C:8]([O:11][C:12](=[O:14])[CH3:13])=[CH:7][CH:6]=1)([CH3:3])[CH3:2].[Br:15]N1C(=O)CCC1=O, predict the reaction product. (6) The product is: [CH3:71][O:70][CH:69]([O:72][CH3:73])[CH:44]1[S:43][C:47]([C:49]2[NH:50][C:51]3[C:56]([CH:57]=2)=[CH:55][CH:54]=[CH:53][C:52]=3[N:58]([CH3:68])[S:59]([C:62]2[N:63]([CH3:67])[CH:64]=[CH:65][N:66]=2)(=[O:61])=[O:60])=[N:46][CH2:45]1. Given the reactants C1(P(=O)(C2C=CC=CC=2)C2C=CC=CC=2)C=CC=CC=1.FC(F)(F)S(OS(C(F)(F)F)(=O)=O)(=O)=O.C([S:43][CH:44]([CH:69]([O:72][CH3:73])[O:70][CH3:71])[CH2:45][NH:46][C:47]([C:49]1[NH:50][C:51]2[C:56]([CH:57]=1)=[CH:55][CH:54]=[CH:53][C:52]=2[N:58]([CH3:68])[S:59]([C:62]1[N:63]([CH3:67])[CH:64]=[CH:65][N:66]=1)(=[O:61])=[O:60])=O)C1C=CC=CC=1.C1(SC)C=CC=CC=1, predict the reaction product. (7) Given the reactants [CH3:1][O:2][C:3]1[CH:4]=[C:5]2[N:22]=[CH:21][N:20]=[C:19]([NH:23][C:24]3[CH:25]=[CH:26][C:27]([F:31])=[C:28]([Cl:30])[CH:29]=3)[C:6]2=[CH:7][C:8]=1[O:9][CH2:10][CH2:11][CH2:12][N:13]1[CH2:18][CH2:17][O:16][CH2:15][CH2:14]1.[C:32]([OH:45])(=[O:44])/[CH:33]=[CH:34]/[C:35]1[CH:43]=[CH:42][C:40]([OH:41])=[C:37]([O:38][CH3:39])[CH:36]=1, predict the reaction product. The product is: [CH3:1][O:2][C:3]1[CH:4]=[C:5]2[N:22]=[CH:21][N:20]=[C:19]([NH:23][C:24]3[CH:25]=[CH:26][C:27]([F:31])=[C:28]([Cl:30])[CH:29]=3)[C:6]2=[CH:7][C:8]=1[O:9][CH2:10][CH2:11][CH2:12][N:13]1[CH2:18][CH2:17][O:16][CH2:15][CH2:14]1.[C:32]([OH:45])(=[O:44])/[CH:33]=[CH:34]/[C:35]1[CH:43]=[CH:42][C:40]([OH:41])=[C:37]([O:38][CH3:39])[CH:36]=1. (8) Given the reactants [F:1][C:2]1[C:7]([F:8])=[CH:6][CH:5]=[CH:4][C:3]=1[C@H:9]1[CH2:14][N:13]([CH2:15][C@H:16]([OH:21])[C:17]([F:20])([F:19])[F:18])[C:12](=[O:22])[C@@H:11]([NH:23]C(=O)OC(C)(C)C)[CH2:10]1, predict the reaction product. The product is: [NH2:23][C@H:11]1[CH2:10][C@@H:9]([C:3]2[CH:4]=[CH:5][CH:6]=[C:7]([F:8])[C:2]=2[F:1])[CH2:14][N:13]([CH2:15][C@H:16]([OH:21])[C:17]([F:20])([F:18])[F:19])[C:12]1=[O:22].